Predict the product of the given reaction. From a dataset of Forward reaction prediction with 1.9M reactions from USPTO patents (1976-2016). (1) Given the reactants Cl[C:2]1[N:3]=[N:4][C:5]([C:8]([F:11])([F:10])[F:9])=[CH:6][CH:7]=1.[CH3:12][N:13]1[CH:17]=[C:16]([C:18]2[CH:19]=[N:20][C:21]3[C:26]([CH:27]=2)=[CH:25][C:24]([CH2:28][C:29]([NH:31][NH2:32])=O)=[CH:23][CH:22]=3)[CH:15]=[N:14]1, predict the reaction product. The product is: [CH3:12][N:13]1[CH:17]=[C:16]([C:18]2[CH:19]=[N:20][C:21]3[C:26]([CH:27]=2)=[CH:25][C:24]([CH2:28][C:29]2[N:3]4[N:4]=[C:5]([C:8]([F:11])([F:10])[F:9])[CH:6]=[CH:7][C:2]4=[N:32][N:31]=2)=[CH:23][CH:22]=3)[CH:15]=[N:14]1. (2) Given the reactants [OH:1][C:2]1[CH:7]=[C:6]([Cl:8])[N:5]=[N:4][C:3]=1Cl.[CH:10]1([C:13]2[CH:18]=[CH:17][CH:16]=[C:15]([CH3:19])[C:14]=2[OH:20])[CH2:12][CH2:11]1.CN(C)C1C=CC=CC=1.[OH-].[K+].Cl, predict the reaction product. The product is: [Cl:8][C:6]1[N:5]=[N:4][C:3]([O:20][C:14]2[C:15]([CH3:19])=[CH:16][CH:17]=[CH:18][C:13]=2[CH:10]2[CH2:11][CH2:12]2)=[C:2]([OH:1])[CH:7]=1. (3) Given the reactants N[C@H](C(O)=O)CCSC.C(=O)(O)[O-].[Na+].[C:15]1([CH2:21]C(Cl)=O)[CH:20]=CC=C[CH:16]=1.[C:25]1([CH2:31][C:32]([NH:34][C@H:35]([C:40]([OH:42])=[O:41])[CH2:36][CH2:37][S:38][CH3:39])=[O:33])[CH:30]=[CH:29][CH:28]=[CH:27][CH:26]=1.C(Cl)CCl, predict the reaction product. The product is: [CH2:16]([O:41][C:40](=[O:42])[C@H:35]([CH2:36][CH2:37][S:38][CH3:39])[NH:34][C:32](=[O:33])[CH2:31][C:25]1[CH:26]=[CH:27][CH:28]=[CH:29][CH:30]=1)[CH:15]([CH3:21])[CH3:20].